Dataset: Full USPTO retrosynthesis dataset with 1.9M reactions from patents (1976-2016). Task: Predict the reactants needed to synthesize the given product. (1) Given the product [CH:1]1([C:4]2[N:9]=[C:8]([CH2:10][OH:11])[CH:7]=[CH:6][CH:5]=2)[CH2:3][CH2:2]1, predict the reactants needed to synthesize it. The reactants are: [CH:1]1([C:4]2[N:9]=[C:8]([CH:10]=[O:11])[CH:7]=[CH:6][CH:5]=2)[CH2:3][CH2:2]1.[BH4-].[Na+]. (2) Given the product [CH3:1][O:2][C:3]1[CH:4]=[C:5]([S:9]([C:12]2[N:16]([C:17]3[CH:22]=[CH:21][CH:20]=[CH:19][C:18]=3[CH3:23])[N:15]=[C:14]([C:24]([NH:30][CH3:29])=[O:25])[CH:13]=2)(=[O:11])=[O:10])[CH:6]=[CH:7][CH:8]=1, predict the reactants needed to synthesize it. The reactants are: [CH3:1][O:2][C:3]1[CH:4]=[C:5]([S:9]([C:12]2[N:16]([C:17]3[CH:22]=[CH:21][CH:20]=[CH:19][C:18]=3[CH3:23])[N:15]=[C:14]([C:24](OCC)=[O:25])[CH:13]=2)(=[O:11])=[O:10])[CH:6]=[CH:7][CH:8]=1.[CH3:29][NH2:30].CO. (3) Given the product [CH2:51]([O:50][C:48](=[O:49])[CH2:47][CH2:46][C:40]1[CH:41]=[CH:42][C:43]([O:19][CH2:20][C:21]2[CH:30]=[CH:29][CH:28]=[C:27]3[C:22]=2[CH2:23][CH2:24][CH2:25][N:26]3[C:31]([O:33][C:34]([CH3:37])([CH3:36])[CH3:35])=[O:32])=[CH:44][C:39]=1[F:38])[CH3:52], predict the reactants needed to synthesize it. The reactants are: N(C(N1CCCCC1)=O)=NC(N1CCCCC1)=O.[OH:19][CH2:20][C:21]1[CH:30]=[CH:29][CH:28]=[C:27]2[C:22]=1[CH2:23][CH2:24][CH2:25][N:26]2[C:31]([O:33][C:34]([CH3:37])([CH3:36])[CH3:35])=[O:32].[F:38][C:39]1[CH:44]=[C:43](O)[CH:42]=[CH:41][C:40]=1[CH2:46][CH2:47][C:48]([O:50][CH2:51][CH3:52])=[O:49].C(P(CCCC)CCCC)CCC. (4) Given the product [OH:1][C:2]1[C:7]([O:8][CH3:9])=[C:6]([O:10][CH3:11])[N:5]([CH2:12][C:13]2[CH:18]=[CH:17][C:16]([O:19][CH3:20])=[CH:15][CH:14]=2)[C:4](=[O:21])[C:3]=1[C:22]([OH:24])=[O:23], predict the reactants needed to synthesize it. The reactants are: [OH:1][C:2]1[C:7]([O:8][CH3:9])=[C:6]([O:10][CH3:11])[N:5]([CH2:12][C:13]2[CH:18]=[CH:17][C:16]([O:19][CH3:20])=[CH:15][CH:14]=2)[C:4](=[O:21])[C:3]=1[C:22]([O:24]C)=[O:23].[OH-].[Li+]. (5) The reactants are: C1(P(C2C=CC=CC=2)C2C=CC=CC=2)C=CC=CC=1.N1C=CN=C1.[I:25]I.O[CH2:28][CH2:29][CH2:30][CH2:31][NH:32][C:33]([C:35]1[CH2:36][S:37][C:38]2[C:43]([CH:44]=1)=[CH:42][CH:41]=[CH:40][CH:39]=2)=[O:34]. Given the product [I:25][CH2:28][CH2:29][CH2:30][CH2:31][NH:32][C:33]([C:35]1[CH2:36][S:37][C:38]2[C:43]([CH:44]=1)=[CH:42][CH:41]=[CH:40][CH:39]=2)=[O:34], predict the reactants needed to synthesize it. (6) Given the product [F:1][C:2]1[CH:7]=[CH:6][CH:5]=[C:4]([C:14](=[CH2:15])[CH2:16][CH3:17])[C:3]=1[O:11][CH3:12], predict the reactants needed to synthesize it. The reactants are: [F:1][C:2]1[C:3]([O:11][CH3:12])=[C:4](B(O)O)[CH:5]=[CH:6][CH:7]=1.Br[C:14]([CH2:16][CH3:17])=[CH2:15].O. (7) Given the product [Br:16][CH:11]1[CH2:12][CH2:13][CH2:14][CH:9]([C:4]2[CH:3]=[C:2]([Cl:1])[CH:7]=[C:6]([Cl:8])[CH:5]=2)[C:10]1=[O:15], predict the reactants needed to synthesize it. The reactants are: [Cl:1][C:2]1[CH:3]=[C:4]([CH:9]2[CH2:14][CH2:13][CH2:12][CH2:11][C:10]2=[O:15])[CH:5]=[C:6]([Cl:8])[CH:7]=1.[Br:16]Br. (8) The reactants are: C(OC(=O)[NH:7][CH:8]1[CH2:13][CH2:12][N:11]([C:14](=[O:24])[NH:15][C:16]2[CH:21]=[CH:20][C:19]([Cl:22])=[CH:18][C:17]=2[Cl:23])[CH2:10][CH2:9]1)(C)(C)C.Cl.O1CCOCC1. Given the product [Cl:23][C:17]1[CH:18]=[C:19]([Cl:22])[CH:20]=[CH:21][C:16]=1[NH:15][C:14]([N:11]1[CH2:10][CH2:9][CH:8]([NH2:7])[CH2:13][CH2:12]1)=[O:24], predict the reactants needed to synthesize it. (9) The reactants are: C(OC([N:8]1[CH2:16][C:15]2[C:10](=[CH:11][CH:12]=[C:13]([C:17]3[C:25]4[C:20](=[CH:21][C:22]([F:26])=[CH:23][CH:24]=4)[N:19](C(OC(C)(C)C)=O)[CH:18]=3)[CH:14]=2)[CH2:9]1)=O)(C)(C)C.C(O)(C(F)(F)F)=O. Given the product [F:26][C:22]1[CH:21]=[C:20]2[C:25]([C:17]([C:13]3[CH:14]=[C:15]4[C:10](=[CH:11][CH:12]=3)[CH2:9][NH:8][CH2:16]4)=[CH:18][NH:19]2)=[CH:24][CH:23]=1, predict the reactants needed to synthesize it. (10) Given the product [C:35]([OH:37])(=[O:36])[CH3:32].[F:12][C:9]([F:10])([F:11])[C:7]1[CH:6]=[C:5]([CH2:13][N:14]([C:38]2[N:39]=[N:40][N:41]([CH3:43])[N:42]=2)[C@@H:15]2[C:21]3[CH:22]=[C:23]([CH3:27])[CH:24]=[C:25]([CH3:26])[C:20]=3[N:19]([CH2:28][C@H:29]3[CH2:34][CH2:33][C@H:32]([C:35]([OH:37])=[O:36])[CH2:31][CH2:30]3)[CH2:18][CH2:17][CH2:16]2)[CH:4]=[C:3]([C:2]([F:1])([F:45])[F:44])[CH:8]=1, predict the reactants needed to synthesize it. The reactants are: [F:1][C:2]([F:45])([F:44])[C:3]1[CH:4]=[C:5]([CH2:13][N:14]([C:38]2[N:39]=[N:40][N:41]([CH3:43])[N:42]=2)[C@@H:15]2[C:21]3[CH:22]=[C:23]([CH3:27])[CH:24]=[C:25]([CH3:26])[C:20]=3[N:19]([CH2:28][C@H:29]3[CH2:34][CH2:33][C@H:32]([C:35]([OH:37])=[O:36])[CH2:31][CH2:30]3)[CH2:18][CH2:17][CH2:16]2)[CH:6]=[C:7]([C:9]([F:12])([F:11])[F:10])[CH:8]=1.C(O)(=O)C.